From a dataset of NCI-60 drug combinations with 297,098 pairs across 59 cell lines. Regression. Given two drug SMILES strings and cell line genomic features, predict the synergy score measuring deviation from expected non-interaction effect. (1) Drug 1: C1=C(C(=O)NC(=O)N1)F. Drug 2: C1=NC2=C(N=C(N=C2N1C3C(C(C(O3)CO)O)F)Cl)N. Cell line: OVCAR-8. Synergy scores: CSS=44.0, Synergy_ZIP=-9.49, Synergy_Bliss=-12.8, Synergy_Loewe=-7.45, Synergy_HSA=-6.18. (2) Drug 1: CCC1=CC2CC(C3=C(CN(C2)C1)C4=CC=CC=C4N3)(C5=C(C=C6C(=C5)C78CCN9C7C(C=CC9)(C(C(C8N6C)(C(=O)OC)O)OC(=O)C)CC)OC)C(=O)OC.C(C(C(=O)O)O)(C(=O)O)O. Drug 2: CCC1(CC2CC(C3=C(CCN(C2)C1)C4=CC=CC=C4N3)(C5=C(C=C6C(=C5)C78CCN9C7C(C=CC9)(C(C(C8N6C=O)(C(=O)OC)O)OC(=O)C)CC)OC)C(=O)OC)O.OS(=O)(=O)O. Cell line: MDA-MB-435. Synergy scores: CSS=67.7, Synergy_ZIP=0.237, Synergy_Bliss=-0.119, Synergy_Loewe=1.37, Synergy_HSA=2.62.